Task: Predict the reaction yield, written as a fraction of the theoretical maximum amount of product (1.0 means a 100% yield; for example, 0.34 means a 34% yield).. Dataset: Reaction yield outcomes from USPTO patents with 853,638 reactions (1) The yield is 0.350. The reactants are [Cl:1][C:2]1[CH:7]=[C:6]([O:8][CH3:9])[CH:5]=[C:4](C)[C:3]=1[N+:11]([O-])=O.S(S([O-])=O)([O-])=O.[Na+].[Na+].O.[CH3:23]CO. The catalyst is C1COCC1. The product is [Cl:1][C:2]1[CH:7]=[C:6]([O:8][CH3:9])[C:5]([CH3:23])=[CH:4][C:3]=1[NH2:11]. (2) The reactants are [C:1]([O:5][C:6]([NH:8][C@H:9]([CH2:29][C:30]1[CH:35]=[C:34]([F:36])[C:33]([F:37])=[CH:32][C:31]=1[F:38])[CH2:10][C:11]([N:13]1[CH2:18][CH2:17][N:16]2[C:19]([C:25]([F:28])([F:27])[F:26])=[N:20][C:21]([C:22](O)=[O:23])=[C:15]2[CH2:14]1)=[O:12])=[O:7])([CH3:4])([CH3:3])[CH3:2].Cl.[NH:40]1[CH2:45][CH2:44][S:43](=[O:47])(=[O:46])[CH2:42][CH2:41]1.O=C1N([ClH]P([ClH]N2CCOC2=O)=O)CCO1.C(N(CC)CC)C. The catalyst is ClCCl.CN(C)C=O. The product is [C:1]([O:5][C:6](=[O:7])[NH:8][C@H:9]([CH2:29][C:30]1[CH:35]=[C:34]([F:36])[C:33]([F:37])=[CH:32][C:31]=1[F:38])[CH2:10][C:11]([N:13]1[CH2:18][CH2:17][N:16]2[C:19]([C:25]([F:28])([F:26])[F:27])=[N:20][C:21]([C:22]([N:40]3[CH2:45][CH2:44][S:43](=[O:47])(=[O:46])[CH2:42][CH2:41]3)=[O:23])=[C:15]2[CH2:14]1)=[O:12])([CH3:2])([CH3:4])[CH3:3]. The yield is 0.940.